Dataset: Full USPTO retrosynthesis dataset with 1.9M reactions from patents (1976-2016). Task: Predict the reactants needed to synthesize the given product. (1) Given the product [N:24]12[CH2:31][CH2:30][CH:27]([CH2:28][CH2:29]1)[C@@H:26]([O:32][C:6]([N:8]1[CH2:17][CH2:16][C:15]3[C:10](=[CH:11][CH:12]=[CH:13][CH:14]=3)[C@@H:9]1[C:18]1[CH:23]=[CH:22][CH:21]=[CH:20][CH:19]=1)=[O:7])[CH2:25]2, predict the reactants needed to synthesize it. The reactants are: N1C=CN=C1[C:6]([N:8]1[CH2:17][CH2:16][C:15]2[C:10](=[CH:11][CH:12]=[CH:13][CH:14]=2)[C@@H:9]1[C:18]1[CH:23]=[CH:22][CH:21]=[CH:20][CH:19]=1)=[O:7].[N:24]12[CH2:31][CH2:30][CH:27]([CH2:28][CH2:29]1)[C@@H:26]([OH:32])[CH2:25]2.[H-].[Na+]. (2) Given the product [F:1][C:2]1[CH:3]=[CH:4][CH:5]=[C:6]2[C:11]=1[N:10]=[C:9]([C:12]1[CH:17]=[CH:16][CH:15]=[C:14]([C:18]#[C:19][C@:20]([OH:28])([C:22]3[O:23][C:24]([CH3:27])=[CH:25][N:26]=3)[CH3:21])[CH:13]=1)[N:8]=[C:7]2[C:29]([NH2:34])=[O:31], predict the reactants needed to synthesize it. The reactants are: [F:1][C:2]1[CH:3]=[CH:4][CH:5]=[C:6]2[C:11]=1[N:10]=[C:9]([C:12]1[CH:17]=[CH:16][CH:15]=[C:14]([C:18]#[C:19][C@:20]([OH:28])([C:22]3[O:23][C:24]([CH3:27])=[CH:25][N:26]=3)[CH3:21])[CH:13]=1)[N:8]=[C:7]2[C:29]([O:31]CC)=O.[NH3:34]. (3) The reactants are: [C:1]1([CH3:23])[CH:6]=[C:5]([CH3:7])[CH:4]=[C:3]([CH3:8])[C:2]=1[NH:9][C:10](=[S:22])[NH:11][C:12]1[CH:17]=[CH:16][C:15]([CH3:18])=[C:14]([N+:19]([O-:21])=[O:20])[CH:13]=1.BrBr. Given the product [C:1]1([CH3:23])[CH:6]=[C:5]([CH3:7])[CH:4]=[C:3]([CH3:8])[C:2]=1[NH:9][C:10]1[S:22][C:13]2[C:14]([N+:19]([O-:21])=[O:20])=[C:15]([CH3:18])[CH:16]=[CH:17][C:12]=2[N:11]=1, predict the reactants needed to synthesize it. (4) Given the product [C:34]([O:33][C:31](=[O:32])[NH:30][CH:26]([C:25](=[O:24])[NH:11][C:8]1[CH:7]=[C:6]([C:2]([CH3:5])([CH3:4])[CH3:3])[O:10][N:9]=1)[CH2:27][CH2:28][CH3:29])([CH3:35])([CH3:36])[CH3:37], predict the reactants needed to synthesize it. The reactants are: Cl.[C:2]([C:6]1[O:10][N:9]=[C:8]([NH2:11])[CH:7]=1)([CH3:5])([CH3:4])[CH3:3].C[Al](C)C.C1(C)C=CC=CC=1.C[O:24][C:25](=O)[CH:26]([NH:30][C:31]([O:33][C:34]([CH3:37])([CH3:36])[CH3:35])=[O:32])[CH2:27][CH2:28][CH3:29].